This data is from Reaction yield outcomes from USPTO patents with 853,638 reactions. The task is: Predict the reaction yield, written as a fraction of the theoretical maximum amount of product (1.0 means a 100% yield; for example, 0.34 means a 34% yield). (1) The reactants are [CH2:1]([C:3]1([CH2:13][CH2:14][O:15][C:16]2[CH:21]=[CH:20][N+:19]([O-])=[C:18]([CH3:23])[C:17]=2[CH3:24])[O:12][CH2:11][C:6]2([O:10][CH2:9][CH2:8][O:7]2)[CH2:5][O:4]1)[CH3:2].C(N(CC)CC)C.C(OC(=O)C)(=[O:34])C. No catalyst specified. The product is [CH2:1]([C:3]1([CH2:13][CH2:14][O:15][C:16]2[CH:21]=[CH:20][N:19]=[C:18]([CH2:23][OH:34])[C:17]=2[CH3:24])[O:12][CH2:11][C:6]2([O:10][CH2:9][CH2:8][O:7]2)[CH2:5][O:4]1)[CH3:2]. The yield is 0.596. (2) The reactants are [NH2:1][CH2:2][CH2:3][CH2:4][NH:5][C:6]1[S:7][C:8]([C:11]([C:13]2[CH:18]=[CH:17][CH:16]=[CH:15][C:14]=2[CH3:19])=[O:12])=[CH:9][N:10]=1.CN(C)C1C=C[N+]([S:28]([NH:31][C:32]([O:34][C:35]([CH3:38])([CH3:37])[CH3:36])=[O:33])(=[O:30])=[O:29])=CC=1. The catalyst is ClCCl. The product is [CH3:19][C:14]1[CH:15]=[CH:16][CH:17]=[CH:18][C:13]=1[C:11]([C:8]1[S:7][C:6]([NH:5][CH2:4][CH2:3][CH2:2][NH:1][S:28]([NH:31][C:32](=[O:33])[O:34][C:35]([CH3:37])([CH3:36])[CH3:38])(=[O:29])=[O:30])=[N:10][CH:9]=1)=[O:12]. The yield is 0.400.